Predict the reactants needed to synthesize the given product. From a dataset of Full USPTO retrosynthesis dataset with 1.9M reactions from patents (1976-2016). Given the product [NH2:29][C:24]1[NH:25][C:26](=[O:27])[C:21]2[C:20]([I:32])=[CH:19][N:18]([C@@H:8]3[O:9][C@H:10]([CH2:11][OH:12])[C@@H:6]([OH:5])[CH2:7]3)[C:22]=2[N:23]=1, predict the reactants needed to synthesize it. The reactants are: CC(C)C([O:5][C@@H:6]1[C@@H:10]([CH2:11][O:12]C(=O)C(C)C)[O:9][C@@H:8]([N:18]2[C:22]3[N:23]=[C:24]([NH:29]C=O)[N:25]=[C:26]([O:27]C)[C:21]=3[C:20]([I:32])=[CH:19]2)[CH2:7]1)=O.